Dataset: Forward reaction prediction with 1.9M reactions from USPTO patents (1976-2016). Task: Predict the product of the given reaction. (1) Given the reactants C(N(CC)C(C)C)(C)C.Br[C:11]1[N:19]2[C:14]([C:15]([NH:20][C@@H:21]3[C:29]4[C:24](=[CH:25][CH:26]=[CH:27][CH:28]=4)[CH2:23][CH2:22]3)=[N:16][CH:17]=[N:18]2)=[CH:13][CH:12]=1.[Si:30]([O:47][C@H:48]1[CH:52]=[CH:51][O:50][C@@H:49]1[CH2:53][OH:54])([C:43]([CH3:46])([CH3:45])[CH3:44])([C:37]1[CH:42]=[CH:41][CH:40]=[CH:39][CH:38]=1)[C:31]1[CH:36]=[CH:35][CH:34]=[CH:33][CH:32]=1, predict the reaction product. The product is: [Si:30]([O:47][C:48]1[C@@H:49]([CH2:53][OH:54])[O:50][C@@H:51]([C:11]2[N:19]3[C:14]([C:15]([NH:20][C@@H:21]4[C:29]5[C:24](=[CH:25][CH:26]=[CH:27][CH:28]=5)[CH2:23][CH2:22]4)=[N:16][CH:17]=[N:18]3)=[CH:13][CH:12]=2)[CH:52]=1)([C:43]([CH3:46])([CH3:45])[CH3:44])([C:37]1[CH:42]=[CH:41][CH:40]=[CH:39][CH:38]=1)[C:31]1[CH:36]=[CH:35][CH:34]=[CH:33][CH:32]=1. (2) The product is: [NH2:16][C:8]1[CH:9]=[C:10]([C:12]([O:14][CH3:15])=[O:13])[CH:11]=[C:2]([Cl:1])[C:3]=1[C:4]([O:6][CH3:7])=[O:5]. Given the reactants [Cl:1][C:2]1[CH:11]=[C:10]([C:12]([O:14][CH3:15])=[O:13])[CH:9]=[C:8]([N+:16]([O-])=O)[C:3]=1[C:4]([O:6][CH3:7])=[O:5].C(O)(=O)C, predict the reaction product. (3) Given the reactants [O:1]1[CH2:6][CH2:5][N:4]([C:7]2[N:12]=[CH:11][C:10]([NH:13][C:14]3[N:15]=[CH:16][C:17]4[S:22][CH:21]=[C:20]([C:23]5[CH:34]=[CH:33][C:26]([CH2:27]CS([O-])(=O)=O)=[CH:25][CH:24]=5)[C:18]=4[N:19]=3)=[CH:9][CH:8]=2)[CH2:3][CH2:2]1.C(=O)([O-])[O-].[K+].[K+].[CH2:41]([N:43]1[CH2:48][CH2:47][NH:46][CH2:45][CH2:44]1)[CH3:42], predict the reaction product. The product is: [CH2:41]([N:43]1[CH2:48][CH2:47][N:46]([CH2:27][C:26]2[CH:25]=[CH:24][C:23]([C:20]3[C:18]4[N:19]=[C:14]([NH:13][C:10]5[CH:11]=[N:12][C:7]([N:4]6[CH2:5][CH2:6][O:1][CH2:2][CH2:3]6)=[CH:8][CH:9]=5)[N:15]=[CH:16][C:17]=4[S:22][CH:21]=3)=[CH:34][CH:33]=2)[CH2:45][CH2:44]1)[CH3:42]. (4) Given the reactants [OH:1][CH2:2][CH2:3][O:4][C:5]1[C:12]([CH3:13])=[CH:11][C:8]([CH:9]=O)=[CH:7][C:6]=1[CH3:14].[NH2:15][C:16]1[CH:31]=[CH:30][CH:29]=[CH:28][C:17]=1[C:18]([NH:20][C:21]1[CH:26]=[CH:25][C:24]([F:27])=[CH:23][CH:22]=1)=[O:19].S([O-])(O)=O.[Na+].C1(C)C=CC(S(O)(=O)=O)=CC=1, predict the reaction product. The product is: [F:27][C:24]1[CH:25]=[CH:26][C:21]([N:20]2[C:18](=[O:19])[C:17]3[C:16](=[CH:31][CH:30]=[CH:29][CH:28]=3)[N:15]=[C:9]2[C:8]2[CH:11]=[C:12]([CH3:13])[C:5]([O:4][CH2:3][CH2:2][OH:1])=[C:6]([CH3:14])[CH:7]=2)=[CH:22][CH:23]=1.